This data is from Forward reaction prediction with 1.9M reactions from USPTO patents (1976-2016). The task is: Predict the product of the given reaction. (1) Given the reactants C(OC([N:8]1[CH2:13][CH2:12][CH:11]([NH:14][C:15]2[N:24]=[C:23]([N:25]3[CH2:30][CH2:29][CH2:28][CH2:27][CH2:26]3)[C:22]3[C:17](=[CH:18][C:19]([O:33][CH3:34])=[C:20]([O:31][CH3:32])[CH:21]=3)[N:16]=2)[CH2:10][CH2:9]1)=O)(C)(C)C.[ClH:35], predict the reaction product. The product is: [ClH:35].[ClH:35].[CH3:32][O:31][C:20]1[CH:21]=[C:22]2[C:17](=[CH:18][C:19]=1[O:33][CH3:34])[N:16]=[C:15]([NH:14][CH:11]1[CH2:10][CH2:9][NH:8][CH2:13][CH2:12]1)[N:24]=[C:23]2[N:25]1[CH2:30][CH2:29][CH2:28][CH2:27][CH2:26]1. (2) Given the reactants [Li][CH2:2][CH2:3][CH2:4][CH3:5].[C:6]([CH:14]1[CH2:19][CH2:18][N:17]([C:20]2[CH:25]=[CH:24][C:23]([NH:26][C:27](=[O:33])[CH:28]([CH2:31][CH3:32])[CH2:29][CH3:30])=[CH:22][C:21]=2[F:34])[CH2:16][CH2:15]1)(=[O:13])[C:7]1[CH:12]=[CH:11][CH:10]=[CH:9][CH:8]=1.C([O-])(O)=O.[Na+], predict the reaction product. The product is: [CH2:31]([CH:28]([CH2:29][CH3:30])[C:27]([NH:26][C:23]1[CH:24]=[CH:25][C:20]([N:17]2[CH2:16][CH2:15][CH:14]([C:6]([OH:13])([C:7]3[CH:8]=[CH:9][CH:10]=[CH:11][CH:12]=3)[CH2:2][CH2:3][CH2:4][CH3:5])[CH2:19][CH2:18]2)=[C:21]([F:34])[CH:22]=1)=[O:33])[CH3:32]. (3) Given the reactants [Br:1][C:2]1[CH:3]=[C:4]2[C:9](=[CH:10][CH:11]=1)[NH:8][C:7](=[O:12])[C:6]([C:13]1[S:14][CH:15]=[CH:16][CH:17]=1)=[C:5]2[C:18](O)=[O:19].ClC(OCC(C)C)=O.C(N(CC)CC)C.[BH4-].[Na+], predict the reaction product. The product is: [Br:1][C:2]1[CH:3]=[C:4]2[C:9](=[CH:10][CH:11]=1)[NH:8][C:7](=[O:12])[C:6]([C:13]1[S:14][CH:15]=[CH:16][CH:17]=1)=[C:5]2[CH2:18][OH:19]. (4) Given the reactants [NH2:1][CH2:2][CH2:3][NH:4][C:5]1[N:13]=[C:12]([Cl:14])[N:11]=[C:10]2[C:6]=1[N:7]=[CH:8][N:9]2[CH:15]1[CH2:19][CH2:18][CH2:17][CH2:16]1.[C:20]([C:22]1[CH:29]=[CH:28][C:25]([CH:26]=O)=[CH:24][CH:23]=1)#[N:21].C(=O)C1C=CC=CC=1.[BH3-]C#N.[Na+], predict the reaction product. The product is: [Cl:14][C:12]1[N:11]=[C:10]2[C:6]([N:7]=[CH:8][N:9]2[CH:15]2[CH2:19][CH2:18][CH2:17][CH2:16]2)=[C:5]([NH:4][CH2:3][CH2:2][NH:1][CH2:26][C:25]2[CH:28]=[CH:29][C:22]([C:20]#[N:21])=[CH:23][CH:24]=2)[N:13]=1. (5) Given the reactants [Cl:1][C:2]1[C:3]2[CH:10]=[CH:9][NH:8][C:4]=2[N:5]=[CH:6][N:7]=1.C1C(=O)N([Br:18])C(=O)C1, predict the reaction product. The product is: [Br:18][C:10]1[C:3]2[C:2]([Cl:1])=[N:7][CH:6]=[N:5][C:4]=2[NH:8][CH:9]=1. (6) Given the reactants [N+:1]([C:4]1[C:12]2[C:7](=[CH:8][CH:9]=[C:10]([C:13]#[N:14])[CH:11]=2)[NH:6][C:5]=1[C:15]1[C:16](=[O:25])[NH:17][C:18]2[C:23]([N:24]=1)=[CH:22][CH:21]=[CH:20][CH:19]=2)([O-:3])=[O:2].[N-:26]=[N+:27]=[N-:28].[Na+].[NH4+].[Cl-].O, predict the reaction product. The product is: [NH:26]1[C:13]([C:10]2[CH:11]=[C:12]3[C:7](=[CH:8][CH:9]=2)[NH:6][C:5]([C:15]2[C:16](=[O:25])[NH:17][C:18]4[C:23]([N:24]=2)=[CH:22][CH:21]=[CH:20][CH:19]=4)=[C:4]3[N+:1]([O-:3])=[O:2])=[N:14][NH:28][NH:27]1. (7) Given the reactants [CH3:1][O:2][C:3](=[O:26])[CH2:4][C:5]1[C:14]([CH3:15])=[C:13](B2OC(C)(C)C(C)(C)O2)[C:12]2[C:7](=[CH:8][CH:9]=[C:10]([Cl:25])[CH:11]=2)[CH:6]=1.Br[C:28]1[CH:33]=[CH:32][C:31]([S:34][C:35]2[CH:40]=[C:39]([C:41]([F:44])([F:43])[F:42])[CH:38]=[C:37]([C:45]([F:48])([F:47])[F:46])[CH:36]=2)=[CH:30][CH:29]=1.C(=O)(O)[O-].[Na+].O, predict the reaction product. The product is: [CH3:1][O:2][C:3](=[O:26])[CH2:4][C:5]1[C:14]([CH3:15])=[C:13]([C:28]2[CH:29]=[CH:30][C:31]([S:34][C:35]3[CH:36]=[C:37]([C:45]([F:47])([F:46])[F:48])[CH:38]=[C:39]([C:41]([F:44])([F:42])[F:43])[CH:40]=3)=[CH:32][CH:33]=2)[C:8]2[C:7](=[CH:12][CH:11]=[C:10]([Cl:25])[CH:9]=2)[CH:6]=1.